From a dataset of M1 muscarinic receptor agonist screen with 61,833 compounds. Binary Classification. Given a drug SMILES string, predict its activity (active/inactive) in a high-throughput screening assay against a specified biological target. (1) The compound is O(c1cc2CCn3c(c2cc1OC)cc(nc3=O)Nc1cc2OCCOc2cc1)C. The result is 0 (inactive). (2) The compound is S(c1n2C(Cc3c(c2nn1)cccc3)(C)C)CC(OC(C)C)=O. The result is 0 (inactive). (3) The compound is O=C(N1CCN(CC1)c1c(NC(=O)COc2c(C(C)C)ccc(c2)C)cccc1)C. The result is 1 (active). (4) The drug is O(Cc1c(c(Nc2c(cccc2)C)nc(c1)C)C#N)C. The result is 0 (inactive). (5) The drug is S(C=1NC2=C(C(C1C#N)c1occc1)C(=O)CCC2)CC(=O)Nc1cc(OC)ccc1. The result is 0 (inactive).